From a dataset of TCR-epitope binding with 47,182 pairs between 192 epitopes and 23,139 TCRs. Binary Classification. Given a T-cell receptor sequence (or CDR3 region) and an epitope sequence, predict whether binding occurs between them. (1) The epitope is RQLLFVVEV. The TCR CDR3 sequence is CASSLETALTEQYF. Result: 1 (the TCR binds to the epitope). (2) The epitope is YFPLQSYGF. The TCR CDR3 sequence is CASSQDNVMVYEQFF. Result: 1 (the TCR binds to the epitope). (3) The epitope is VVYRGTTTY. The TCR CDR3 sequence is CASSFGSPLHF. Result: 0 (the TCR does not bind to the epitope). (4) The epitope is FADDLNQLTGY. Result: 0 (the TCR does not bind to the epitope). The TCR CDR3 sequence is CASSGRATGELFF. (5) The epitope is FADDLNQLTGY. The TCR CDR3 sequence is CASSQVPATDRRYEQYF. Result: 1 (the TCR binds to the epitope). (6) The epitope is SLFNTVATLY. The TCR CDR3 sequence is CASSQKMDSPHYEQYF. Result: 0 (the TCR does not bind to the epitope). (7) The epitope is TPRVTGGGAM. The TCR CDR3 sequence is CASSLHDYTGFGTEAFF. Result: 1 (the TCR binds to the epitope).